Dataset: Full USPTO retrosynthesis dataset with 1.9M reactions from patents (1976-2016). Task: Predict the reactants needed to synthesize the given product. Given the product [C:1]([O:4][CH:5]1[C:9]2=[N:10][CH:11]=[C:12]([NH:29][C:44]([C:42]3[CH:41]=[CH:40][C:39]([F:47])=[C:38]([C:32]4[C:31]([F:30])=[CH:36][CH:35]=[CH:34][C:33]=4[F:37])[N:43]=3)=[O:45])[C:13]([N:14]3[CH2:19][C@H:18]([CH3:20])[CH2:17][C@H:16]([NH:21][C:22]([O:24][C:25]([CH3:28])([CH3:27])[CH3:26])=[O:23])[CH2:15]3)=[C:8]2[CH2:7][CH2:6]1)(=[O:3])[CH3:2], predict the reactants needed to synthesize it. The reactants are: [C:1]([O:4][CH:5]1[C:9]2=[N:10][CH:11]=[C:12]([NH2:29])[C:13]([N:14]3[CH2:19][C@H:18]([CH3:20])[CH2:17][C@H:16]([NH:21][C:22]([O:24][C:25]([CH3:28])([CH3:27])[CH3:26])=[O:23])[CH2:15]3)=[C:8]2[CH2:7][CH2:6]1)(=[O:3])[CH3:2].[F:30][C:31]1[CH:36]=[CH:35][CH:34]=[C:33]([F:37])[C:32]=1[C:38]1[N:43]=[C:42]([C:44](O)=[O:45])[CH:41]=[CH:40][C:39]=1[F:47].CN(C(ON1N=NC2C=CC=NC1=2)=[N+](C)C)C.F[P-](F)(F)(F)(F)F.CCN(C(C)C)C(C)C.